Predict which catalyst facilitates the given reaction. From a dataset of Catalyst prediction with 721,799 reactions and 888 catalyst types from USPTO. (1) Product: [NH2:7][C:8]1[CH:13]=[CH:12][C:11]([Cl:14])=[CH:10][C:9]=1[C:15]([C:16]1[CH:21]=[CH:20][C:19]([Br:22])=[CH:18][CH:17]=1)=[O:23]. Reactant: C(OC(=O)[NH:7][C:8]1[CH:13]=[CH:12][C:11]([Cl:14])=[CH:10][C:9]=1[C:15](=[O:23])[C:16]1[CH:21]=[CH:20][C:19]([Br:22])=[CH:18][CH:17]=1)(C)(C)C.Cl.CO. The catalyst class is: 5. (2) Reactant: [CH3:1][C:2]1[CH:3]=[CH:4][C:5]2[N:6]([C:8]([C:11]([OH:13])=O)=[CH:9][N:10]=2)[CH:7]=1.C(Cl)(=O)C(Cl)=O.CN(C)C=O.[NH2:25][C:26]1[CH:27]=[C:28]([C:33]2[N:37]=[C:36]([CH:38]3[CH2:41][N:40]([C:42]([O:44][CH3:45])=[O:43])[CH2:39]3)[O:35][N:34]=2)[CH:29]=[CH:30][C:31]=1[CH3:32]. Product: [CH3:32][C:31]1[CH:30]=[CH:29][C:28]([C:33]2[N:37]=[C:36]([CH:38]3[CH2:39][N:40]([C:42]([O:44][CH3:45])=[O:43])[CH2:41]3)[O:35][N:34]=2)=[CH:27][C:26]=1[NH:25][C:11]([C:8]1[N:6]2[CH:7]=[C:2]([CH3:1])[CH:3]=[CH:4][C:5]2=[N:10][CH:9]=1)=[O:13]. The catalyst class is: 272. (3) Reactant: [CH2:1]([O:3][CH2:4][O:5][CH2:6][C@@H:7]([NH:13][C:14]([C:16]1[CH:21]=[CH:20][C:19]([I:22])=[CH:18][CH:17]=1)=[O:15])[CH2:8][CH2:9][C:10]([OH:12])=[O:11])[CH3:2].C(=O)([O-])[O-].[K+].[K+].[I-].[Na+].[CH2:31](Br)[CH:32]=[CH2:33]. Product: [CH2:33]([O:11][C:10](=[O:12])[CH2:9][CH2:8][C@H:7]([NH:13][C:14]([C:16]1[CH:21]=[CH:20][C:19]([I:22])=[CH:18][CH:17]=1)=[O:15])[CH2:6][O:5][CH2:4][O:3][CH2:1][CH3:2])[CH:32]=[CH2:31]. The catalyst class is: 9. (4) Reactant: [OH:1][CH2:2][C@H:3]1[CH2:8][CH2:7][C@H:6]([NH:9][C:10](=[O:16])[O:11][C:12]([CH3:15])([CH3:14])[CH3:13])[CH2:5][CH2:4]1.N1C=CC=CC=1.[CH3:23][S:24](Cl)(=[O:26])=[O:25]. Product: [CH3:23][S:24]([O:1][CH2:2][C@H:3]1[CH2:4][CH2:5][C@H:6]([NH:9][C:10]([O:11][C:12]([CH3:13])([CH3:15])[CH3:14])=[O:16])[CH2:7][CH2:8]1)(=[O:26])=[O:25]. The catalyst class is: 2.